This data is from Catalyst prediction with 721,799 reactions and 888 catalyst types from USPTO. The task is: Predict which catalyst facilitates the given reaction. Reactant: [OH:1][CH2:2][C@H:3]1[CH2:8][CH2:7][C@H:6]([C:9]([O:11]C)=[O:10])[CH2:5][CH2:4]1. Product: [OH:1][CH2:2][C@H:3]1[CH2:4][CH2:5][C@H:6]([C:9]([OH:11])=[O:10])[CH2:7][CH2:8]1. The catalyst class is: 30.